This data is from Forward reaction prediction with 1.9M reactions from USPTO patents (1976-2016). The task is: Predict the product of the given reaction. (1) Given the reactants [CH2:1]([C:3]1[CH:8]=[CH:7][C:6]([N:9]2[CH2:13][CH2:12][C:11]3([CH2:18][CH2:17][N:16]([S:19]([C:22]4[CH:27]=[CH:26][CH:25]=[CH:24][C:23]=4I)(=[O:21])=[O:20])[CH2:15][CH2:14]3)[C:10]2=[O:29])=[CH:5][CH:4]=1)[CH3:2].[NH:30]1[CH2:34][CH2:33][CH2:32][C:31]1=[O:35].C([O-])([O-])=O.[K+].[K+].CNCCNC, predict the reaction product. The product is: [CH2:1]([C:3]1[CH:8]=[CH:7][C:6]([N:9]2[CH2:13][CH2:12][C:11]3([CH2:18][CH2:17][N:16]([S:19]([C:22]4[CH:27]=[CH:26][CH:25]=[CH:24][C:23]=4[N:30]4[CH2:34][CH2:33][CH2:32][C:31]4=[O:35])(=[O:21])=[O:20])[CH2:15][CH2:14]3)[C:10]2=[O:29])=[CH:5][CH:4]=1)[CH3:2]. (2) Given the reactants [F-].[Cs+].[F:3][C:4]1[C:5]([C:12]([F:15])([F:14])[F:13])=[CH:6][C:7](I)=[C:8]([OH:10])[CH:9]=1.C([Sn](CCCC)(CCCC)[C:21]1[CH:26]=[CH:25][N:24]=[N:23][CH:22]=1)CCC, predict the reaction product. The product is: [F:3][C:4]1[C:5]([C:12]([F:15])([F:14])[F:13])=[CH:6][C:7]([C:21]2[CH:26]=[CH:25][N:24]=[N:23][CH:22]=2)=[C:8]([OH:10])[CH:9]=1. (3) The product is: [Br:12][C:9]1[CH:10]=[CH:11][C:6]([C:4](=[O:5])[CH2:3][NH:2][C:25]([C@@H:21]2[CH2:22][CH2:23][CH2:24][N:20]2[C:18]([O:17][C:13]([CH3:16])([CH3:15])[CH3:14])=[O:19])=[O:26])=[CH:7][CH:8]=1. Given the reactants Cl.[NH2:2][CH2:3][C:4]([C:6]1[CH:11]=[CH:10][C:9]([Br:12])=[CH:8][CH:7]=1)=[O:5].[C:13]([O:17][C:18]([N:20]1[CH2:24][CH2:23][CH2:22][C@H:21]1[C:25](O)=[O:26])=[O:19])([CH3:16])([CH3:15])[CH3:14].C(N(C(C)C)CC)(C)C.C(OP(ON1C(=O)C2C=CC=CC=2N=N1)(OCC)=O)C, predict the reaction product.